From a dataset of Full USPTO retrosynthesis dataset with 1.9M reactions from patents (1976-2016). Predict the reactants needed to synthesize the given product. (1) Given the product [CH:6]1([NH:9][C:12](=[O:11])[C:13]2[CH:18]=[C:17]([N:19]3[CH:24]=[CH:23][N:22]=[C:21]([NH:25][C:26]4([C:29]5[CH:34]=[CH:33][CH:32]=[CH:31][C:30]=5[OH:35])[CH2:28][CH2:27]4)[C:20]3=[O:36])[C:16]([CH3:37])=[C:15]([F:38])[CH:14]=2)[CH2:8][CH2:7]1, predict the reactants needed to synthesize it. The reactants are: C([Mg]Cl)(C)C.[CH:6]1([NH2:9])[CH2:8][CH2:7]1.C[O:11][C:12](=O)[C:13]1[CH:18]=[C:17]([N:19]2[CH:24]=[CH:23][N:22]=[C:21]([NH:25][C:26]3([C:29]4[CH:34]=[CH:33][CH:32]=[CH:31][C:30]=4[OH:35])[CH2:28][CH2:27]3)[C:20]2=[O:36])[C:16]([CH3:37])=[C:15]([F:38])[CH:14]=1.Cl. (2) The reactants are: Cl[C:2]1[N:7]=[C:6]([C:8]2([CH2:13][NH:14][C:15]([NH:17][C:18]3[CH:23]=[CH:22][C:21]([C:24]4[CH:29]=[CH:28][N:27]=[C:26]([CH3:30])[CH:25]=4)=[CH:20][CH:19]=3)=[O:16])[CH2:12][CH2:11][CH2:10][CH2:9]2)[CH:5]=[CH:4][CH:3]=1.CC1C=C2N=C3C(=NC(NC3=O)=O)N(C[C@H](O)[C@H](O)[C@H](O)CO)C2=CC=1C. Given the product [CH3:30][C:26]1[CH:25]=[C:24]([C:21]2[CH:20]=[CH:19][C:18]([NH:17][C:15]([NH:14][CH2:13][C:8]3([C:6]4[CH:5]=[CH:4][CH:3]=[CH:2][N:7]=4)[CH2:9][CH2:10][CH2:11][CH2:12]3)=[O:16])=[CH:23][CH:22]=2)[CH:29]=[CH:28][N:27]=1, predict the reactants needed to synthesize it. (3) The reactants are: [Br:1][C:2]1[CH:9]=[C:6]([CH:7]=O)[C:5]([OH:10])=[CH:4][CH:3]=1.Cl[CH2:12][C:13](=[O:15])[CH3:14].C([O-])([O-])=O.[Cs+].[Cs+].O. Given the product [C:13]([C:14]1[O:10][C:5]2[CH:4]=[CH:3][C:2]([Br:1])=[CH:9][C:6]=2[CH:7]=1)(=[O:15])[CH3:12], predict the reactants needed to synthesize it. (4) Given the product [NH2:16][C:13]1[CH:12]=[C:11]([C:9](=[N:38][OH:39])[NH:8][CH2:7][C:6]2[CH:23]=[C:2]([Cl:1])[CH:3]=[CH:4][C:5]=2[CH3:24])[O:15][N:14]=1, predict the reactants needed to synthesize it. The reactants are: [Cl:1][C:2]1[CH:3]=[CH:4][C:5]([CH3:24])=[C:6]([CH:23]=1)[CH2:7][NH:8][C:9]([C:11]1[O:15][N:14]=[C:13]([NH:16]C(=O)C(F)(F)F)[CH:12]=1)=O.P(Cl)(Cl)(Cl)(Cl)Cl.C1(C)C=CC=CC=1.[NH2:38][OH:39]. (5) Given the product [F:11][C:12]1[CH:13]=[CH:14][C:15]([N:18]2[C:22]([C:23]([OH:5])=[O:24])=[CH:21][N:20]=[C:19]2[C:25]2[C:30]([F:31])=[CH:29][CH:28]=[C:27]([F:32])[C:26]=2[F:33])=[CH:16][CH:17]=1, predict the reactants needed to synthesize it. The reactants are: Cl([O-])=O.[Na+].[OH:5]P([O-])(O)=O.[Na+].[F:11][C:12]1[CH:17]=[CH:16][C:15]([N:18]2[C:22]([CH:23]=[O:24])=[CH:21][N:20]=[C:19]2[C:25]2[C:30]([F:31])=[CH:29][CH:28]=[C:27]([F:32])[C:26]=2[F:33])=[CH:14][CH:13]=1.CC(=CC)C. (6) Given the product [O:8]1[CH2:13][CH2:12][CH2:11][CH2:10][CH:9]1[O:1][CH2:2][C:3]([O:5][CH2:6][CH3:7])=[O:4], predict the reactants needed to synthesize it. The reactants are: [OH:1][CH2:2][C:3]([O:5][CH2:6][CH3:7])=[O:4].[O:8]1[CH:13]=[CH:12][CH2:11][CH2:10][CH2:9]1.CC1C=CC(S([O-])(=O)=O)=CC=1.C1C=C[NH+]=CC=1.